The task is: Predict the reaction yield, written as a fraction of the theoretical maximum amount of product (1.0 means a 100% yield; for example, 0.34 means a 34% yield).. This data is from Reaction yield outcomes from USPTO patents with 853,638 reactions. (1) The reactants are [CH3:1][S:2](Cl)(=[O:4])=[O:3].[C:6]([O:10][C:11](=[O:40])[NH:12][C:13]([C:15]1[S:16][C:17]([S:38][CH3:39])=[C:18]([S:20]([C:23]2[CH:24]=[C:25]([C:29]3[C:34]([CH3:35])=[CH:33][CH:32]=[CH:31][C:30]=3[CH2:36][OH:37])[CH:26]=[CH:27][CH:28]=2)(=[O:22])=[O:21])[CH:19]=1)=[NH:14])([CH3:9])([CH3:8])[CH3:7].C(N(CC)CC)C.CCOC(C)=O. The catalyst is C1COCC1. The product is [C:6]([O:10][C:11]([NH:12][C:13](=[NH:14])[C:15]1[S:16][C:17]([S:38][CH3:39])=[C:18]([S:20]([C:23]2[CH:24]=[C:25]([C:29]3[C:34]([CH3:35])=[CH:33][CH:32]=[CH:31][C:30]=3[CH2:36][O:37][S:2]([CH3:1])(=[O:4])=[O:3])[CH:26]=[CH:27][CH:28]=2)(=[O:22])=[O:21])[CH:19]=1)=[O:40])([CH3:8])([CH3:9])[CH3:7]. The yield is 0.140. (2) The reactants are [CH:1]1([C:4]2[C:5]([CH3:28])=[N:6][C:7]3[N:8]([N:12]=[CH:13][C:14]=3[C:15]3[CH:16]=[N:17][N:18](COCC[Si](C)(C)C)[CH:19]=3)[C:9]=2[O:10]C)[CH2:3][CH2:2]1.Cl. The catalyst is CO. The product is [CH:1]1([C:4]2[C:9](=[O:10])[N:8]3[N:12]=[CH:13][C:14]([C:15]4[CH:19]=[N:18][NH:17][CH:16]=4)=[C:7]3[NH:6][C:5]=2[CH3:28])[CH2:3][CH2:2]1. The yield is 0.730. (3) The reactants are Cl.[NH:2]1[CH2:7][CH2:6][C:5](=[O:8])[CH2:4][CH2:3]1.C(N(CC)CC)C.[CH2:16]([O:18][C:19](Cl)=[O:20])[CH3:17]. The catalyst is C(Cl)Cl.O. The product is [O:8]=[C:5]1[CH2:6][CH2:7][N:2]([C:19]([O:18][CH2:16][CH3:17])=[O:20])[CH2:3][CH2:4]1. The yield is 0.980. (4) The reactants are [Cl-].[Li+].C([Mg]Br)C.C(Br)[CH2:8][C@H:9]([CH2:11][CH2:12][CH:13]=[C:14](C)C)[CH3:10].CC(=CCC[C@H](C)CCCC)C.C[C:31]([CH3:33])=[O:32].[OH:34]S(O)(=O)=O.O=[Cr](=O)=O. The catalyst is C1COCC1.CC(C)=O.[Cu]Cl. The product is [CH3:8][C@H:9]([CH2:11][CH2:12][CH2:13][CH3:14])[CH2:10][CH2:33][C:31]([OH:34])=[O:32]. The yield is 0.590. (5) The reactants are [NH2:1][CH2:2][C@H:3]1[C@@H:7]([OH:8])[CH2:6][N:5]([C:9]([O:11][C:12]([CH3:15])([CH3:14])[CH3:13])=[O:10])[CH2:4]1.CCN(CC)CC.[CH2:23]([O:30][C:31](ON1C(=O)CCC1=O)=[O:32])[C:24]1[CH:29]=[CH:28][CH:27]=[CH:26][CH:25]=1. The catalyst is CN(C=O)C. The product is [OH:8][C@H:7]1[C@@H:3]([CH2:2][NH:1][C:31]([O:30][CH2:23][C:24]2[CH:29]=[CH:28][CH:27]=[CH:26][CH:25]=2)=[O:32])[CH2:4][N:5]([C:9]([O:11][C:12]([CH3:15])([CH3:14])[CH3:13])=[O:10])[CH2:6]1. The yield is 0.950.